This data is from Reaction yield outcomes from USPTO patents with 853,638 reactions. The task is: Predict the reaction yield, written as a fraction of the theoretical maximum amount of product (1.0 means a 100% yield; for example, 0.34 means a 34% yield). (1) The reactants are [CH:1]([C:3]1[CH:4]=[C:5]([CH:9]=[CH:10][CH:11]=1)[C:6]([OH:8])=[O:7])=O.[CH3:12][NH:13][C:14]1[C:15]([NH2:20])=[CH:16][CH:17]=[CH:18][CH:19]=1. No catalyst specified. The product is [CH3:12][N:13]1[C:14]2[CH:19]=[CH:18][CH:17]=[CH:16][C:15]=2[N:20]=[C:1]1[C:3]1[CH:4]=[C:5]([CH:9]=[CH:10][CH:11]=1)[C:6]([OH:8])=[O:7]. The yield is 0.510. (2) The reactants are [OH:1][C:2]12[CH2:9][CH2:8][C:5]([C:10]3[NH:18][C:17]4[C:16](=[O:19])[N:15]([CH2:20][CH2:21][CH3:22])[C:14](=[O:23])[N:13]([CH2:24][CH2:25][CH3:26])[C:12]=4[N:11]=3)([CH2:6][CH2:7]1)[CH2:4][CH2:3]2.CCN(CC)CC.[C:34]1([CH3:44])[CH:39]=[CH:38][C:37]([S:40](Cl)(=[O:42])=[O:41])=[CH:36][CH:35]=1. The catalyst is CCOC(C)=O. The product is [O:23]=[C:14]1[N:13]([CH2:24][CH2:25][CH3:26])[C:12]2[N:11]=[C:10]([C:5]34[CH2:8][CH2:9][C:2]([O:1][S:40]([C:37]5[CH:38]=[CH:39][C:34]([CH3:44])=[CH:35][CH:36]=5)(=[O:42])=[O:41])([CH2:7][CH2:6]3)[CH2:3][CH2:4]4)[NH:18][C:17]=2[C:16](=[O:19])[N:15]1[CH2:20][CH2:21][CH3:22]. The yield is 0.540. (3) The reactants are [Cl:1][C:2]1[N:7]=[C:6]([C:8]2[S:25][C:11]3[C:12]([CH3:24])([CH3:23])[N:13](C(OC(C)(C)C)=O)[C:14](=[O:15])[C:10]=3[CH:9]=2)[CH:5]=[CH:4][N:3]=1.Cl. The catalyst is O1CCOCC1. The product is [ClH:1].[Cl:1][C:2]1[N:7]=[C:6]([C:8]2[S:25][C:11]3[C:12]([CH3:23])([CH3:24])[NH:13][C:14](=[O:15])[C:10]=3[CH:9]=2)[CH:5]=[CH:4][N:3]=1. The yield is 1.00.